This data is from Reaction yield outcomes from USPTO patents with 853,638 reactions. The task is: Predict the reaction yield, written as a fraction of the theoretical maximum amount of product (1.0 means a 100% yield; for example, 0.34 means a 34% yield). (1) The reactants are [OH:1][C@H:2]1[CH2:8][CH2:7][CH2:6][CH2:5][C@@H:4]([N:9]2C(=O)C3C(=CC=CC=3)C2=O)[CH2:3]1.O.NN.NN. The catalyst is CO. The product is [NH2:9][C@@H:4]1[CH2:5][CH2:6][CH2:7][CH2:8][C@H:2]([OH:1])[CH2:3]1. The yield is 0.194. (2) The product is [CH:11]12[N:10]([C:7]3[CH:8]=[CH:9][C:4]([NH2:1])=[C:5]([C:17]([F:20])([F:18])[F:19])[CH:6]=3)[CH:14]([CH2:13][CH2:12]1)[CH2:15][CH2:16]2. The yield is 0.910. The catalyst is [Pd]. The reactants are [N+:1]([C:4]1[CH:9]=[CH:8][C:7]([N:10]2[CH:14]3[CH2:15][CH2:16][CH:11]2[CH2:12][CH2:13]3)=[CH:6][C:5]=1[C:17]([F:20])([F:19])[F:18])([O-])=O. (3) The reactants are [CH3:1][C:2]1([C:15]([O:17]CC)=[O:16])[CH:6]=[CH:5][N:4]([C:7]2[CH:12]=[CH:11][C:10]([O:13][CH3:14])=[CH:9][CH:8]=2)[NH:3]1.[OH-].[K+]. The catalyst is C(O)C. The product is [CH3:1][C:2]1([C:15]([OH:17])=[O:16])[CH:6]=[CH:5][N:4]([C:7]2[CH:12]=[CH:11][C:10]([O:13][CH3:14])=[CH:9][CH:8]=2)[NH:3]1. The yield is 0.910.